From a dataset of Full USPTO retrosynthesis dataset with 1.9M reactions from patents (1976-2016). Predict the reactants needed to synthesize the given product. (1) Given the product [C:1]([NH:4][C:20]1[C:21]2[NH:22][C:23]3[C:28](=[CH:27][CH:26]=[CH:25][CH:24]=3)[C:29]=2[CH:30]=[CH:18][CH:19]=1)(=[O:3])[CH3:2], predict the reactants needed to synthesize it. The reactants are: [C:1]([N:4]1C2C=CC=CC=2C2C1=CC=CC=2)(=[O:3])[CH3:2].Cl[C:18]1[CH:19]=[CH:20][C:21]2[NH:22][C:23]3[C:28]([C:29]=2[CH:30]=1)=[CH:27][C:26](Cl)=[CH:25][CH:24]=3. (2) Given the product [CH:17]1([CH:15]([C:11]2[C:12]([CH3:14])=[CH:13][N:9]([C:6]3[CH:5]=[CH:4][C:3]([O:2][CH3:1])=[CH:8][CH:7]=3)[N:10]=2)[OH:16])[CH2:22][CH2:21][CH2:20][CH2:19][CH2:18]1, predict the reactants needed to synthesize it. The reactants are: [CH3:1][O:2][C:3]1[CH:8]=[CH:7][C:6]([N:9]2[CH:13]=[C:12]([CH3:14])[C:11]([CH:15]=[O:16])=[N:10]2)=[CH:5][CH:4]=1.[CH:17]1([Mg]Br)[CH2:22][CH2:21][CH2:20][CH2:19][CH2:18]1. (3) The reactants are: C([N:8](CC1C=CC=CC=1)[C@H:9]1[CH2:14][CH2:13][C@H:12]([C:15]2[CH:19]=[C:18]([CH2:20][O:21][CH3:22])[NH:17][N:16]=2)[CH2:11][CH2:10]1)C1C=CC=CC=1. Given the product [CH3:22][O:21][CH2:20][C:18]1[NH:17][N:16]=[C:15]([C@H:12]2[CH2:13][CH2:14][C@H:9]([NH2:8])[CH2:10][CH2:11]2)[CH:19]=1, predict the reactants needed to synthesize it. (4) Given the product [N:1]([CH2:4][CH:5]1[O:10][C:9]2[C:11]([C:18]3[CH:19]=[CH:20][CH:21]=[CH:22][C:17]=3[CH3:16])=[CH:12][CH:13]=[CH:14][C:8]=2[NH:7][CH2:6]1)=[N+:2]=[N-:3], predict the reactants needed to synthesize it. The reactants are: [N:1]([CH2:4][CH:5]1[O:10][C:9]2[C:11](Br)=[CH:12][CH:13]=[CH:14][C:8]=2[NH:7][CH2:6]1)=[N+:2]=[N-:3].[CH3:16][C:17]1[CH:22]=[CH:21][CH:20]=[CH:19][C:18]=1B(O)O. (5) Given the product [CH:18]1([O:1][C:2]2[CH:7]=[CH:6][CH:5]=[CH:4][C:3]=2[C:8]2[C:9]([O:16][CH3:17])=[CH:10][C:11](=[O:15])[N:12]([CH3:14])[N:13]=2)[CH2:23][CH2:22][CH2:21][CH2:20][CH2:19]1, predict the reactants needed to synthesize it. The reactants are: [OH:1][C:2]1[CH:7]=[CH:6][CH:5]=[CH:4][C:3]=1[C:8]1[C:9]([O:16][CH3:17])=[CH:10][C:11](=[O:15])[N:12]([CH3:14])[N:13]=1.[CH:18]1(O)[CH2:23][CH2:22][CH2:21][CH2:20][CH2:19]1.C1(P(C2C=CC=CC=2)C2C=CC=CC=2)C=CC=CC=1.N(C(OC(C)C)=O)=NC(OC(C)C)=O. (6) Given the product [F:1][C:2]1[CH:7]=[CH:6][C:5]([NH:8][C:9]([NH:14][O:13][CH3:12])=[S:10])=[CH:4][CH:3]=1, predict the reactants needed to synthesize it. The reactants are: [F:1][C:2]1[CH:7]=[CH:6][C:5]([N:8]=[C:9]=[S:10])=[CH:4][CH:3]=1.Cl.[CH3:12][O:13][NH2:14].C(N(CC)CC)C. (7) Given the product [Cl-:8].[O:13]1[C:14]2[C:6]([PH:7][C:1]3[CH:6]=[CH:5][CH:4]=[CH:3][CH:2]=3)=[CH:1][CH:2]=[CH:3][C:10]=2[CH:11]=[CH:12]1, predict the reactants needed to synthesize it. The reactants are: [C:1]1([P:7](Cl)[Cl:8])[CH:6]=[CH:5][CH:4]=[CH:3][CH:2]=1.[CH2:10]1[CH2:14][O:13][CH2:12][CH2:11]1. (8) Given the product [CH2:20]([O:19][C:17]([N:11]1[C:10]2[CH2:9][N:8]([C:6](=[O:7])[CH2:39][CH:40]([CH3:42])[CH3:41])[CH2:15][C:14]=2[C:13]([I:16])=[N:12]1)=[O:18])[CH3:21], predict the reactants needed to synthesize it. The reactants are: C(O[C:6]([N:8]1[CH2:15][C:14]2[C:13]([I:16])=[N:12][N:11]([C:17]([O:19][CH2:20][CH3:21])=[O:18])[C:10]=2[CH2:9]1)=[O:7])(C)(C)C.FC(F)(F)C(O)=O.C(N(C(C)C)CC)(C)C.C(Cl)(=O)[CH2:39][CH:40]([CH3:42])[CH3:41]. (9) Given the product [CH3:1][O:2][C:3]1[CH:4]=[C:5]([CH:6]=[C:7]([N+:9]([O-:11])=[O:10])[CH:8]=1)[O:12][CH2:14][CH2:15][O:16][CH2:17][CH2:18][O:19][CH2:20][CH2:21][OH:22], predict the reactants needed to synthesize it. The reactants are: [CH3:1][O:2][C:3]1[CH:4]=[C:5]([OH:12])[CH:6]=[C:7]([N+:9]([O-:11])=[O:10])[CH:8]=1.Cl[CH2:14][CH2:15][O:16][CH2:17][CH2:18][O:19][CH2:20][CH2:21][OH:22].C([O-])([O-])=O.[K+].[K+]. (10) Given the product [CH3:1][O:2][C:3]1[CH:12]=[C:11]2[C:6]([CH2:7][C:8]([CH3:13])([CH3:14])[N:9]([C:31]([C:30]3[CH:34]=[C:35]([O:39][CH3:40])[C:36]([O:37][CH3:38])=[C:28]([O:27][CH3:26])[CH:29]=3)=[O:32])[CH2:10]2)=[CH:5][C:4]=1[O:15][Si:16]([CH:23]([CH3:25])[CH3:24])([CH:20]([CH3:22])[CH3:21])[CH:17]([CH3:18])[CH3:19], predict the reactants needed to synthesize it. The reactants are: [CH3:1][O:2][C:3]1[CH:12]=[C:11]2[C:6]([CH2:7][C:8]([CH3:14])([CH3:13])[NH:9][CH2:10]2)=[CH:5][C:4]=1[O:15][Si:16]([CH:23]([CH3:25])[CH3:24])([CH:20]([CH3:22])[CH3:21])[CH:17]([CH3:19])[CH3:18].[CH3:26][O:27][C:28]1[CH:29]=[C:30]([CH:34]=[C:35]([O:39][CH3:40])[C:36]=1[O:37][CH3:38])[C:31](Cl)=[O:32].O.